Dataset: Forward reaction prediction with 1.9M reactions from USPTO patents (1976-2016). Task: Predict the product of the given reaction. The product is: [CH3:43][C:39]1[CH:38]=[C:37]([CH:42]=[CH:41][C:40]=1[CH3:49])[C:36]([NH:35][C:33]1[CH:32]=[CH:31][N:30]=[C:29]([C:9]2[CH:8]=[C:7]([N:1]3[CH2:6][CH2:5][CH2:4][CH2:3][CH2:2]3)[CH:12]=[CH:11][C:10]=2[NH:13][C:14]([C:16]2[CH:17]=[C:18]([CH:26]=[CH:27][CH:28]=2)[CH2:19][S:20][CH2:21][CH2:22][C:23]([OH:25])=[O:24])=[O:15])[CH:34]=1)=[O:47]. Given the reactants [N:1]1([C:7]2[CH:12]=[CH:11][C:10]([NH:13][C:14]([C:16]3[CH:17]=[C:18]([CH:26]=[CH:27][CH:28]=3)[CH2:19][S:20][CH2:21][CH2:22][C:23]([OH:25])=[O:24])=[O:15])=[C:9]([C:29]3[CH:34]=[C:33]([NH:35][C:36](=[O:47])[C:37]4[CH:42]=[CH:41][CH:40]=[C:39]([C:43](F)(F)F)[CH:38]=4)[CH:32]=[CH:31][N:30]=3)[CH:8]=2)[CH2:6][CH2:5][CH2:4][CH2:3][CH2:2]1.F[C:49](F)(F)C1C=C(C=CC=1)C(Cl)=O, predict the reaction product.